This data is from Catalyst prediction with 721,799 reactions and 888 catalyst types from USPTO. The task is: Predict which catalyst facilitates the given reaction. (1) Reactant: [Cl:1][C:2]1[N:7]=[C:6]([CH2:8][C:9]([C:11]2[CH:12]=[CH:13][C:14]([F:24])=[C:15]([NH:17][C:18](=[O:23])[O:19][CH2:20][CH:21]=[CH2:22])[CH:16]=2)=O)[CH:5]=[CH:4][N:3]=1.C1C(=O)N(Br)C(=O)C1.[CH3:33][C:34]([CH3:39])([CH3:38])[C:35](=[S:37])[NH2:36]. Product: [Cl:1][C:2]1[N:7]=[C:6]([C:8]2[S:37][C:35]([C:34]([CH3:39])([CH3:38])[CH3:33])=[N:36][C:9]=2[C:11]2[CH:12]=[CH:13][C:14]([F:24])=[C:15]([NH:17][C:18](=[O:23])[O:19][CH2:20][CH:21]=[CH2:22])[CH:16]=2)[CH:5]=[CH:4][N:3]=1. The catalyst class is: 6. (2) Reactant: [Cl:1][C:2]1[N:6]2[CH:7]=[CH:8][C:9]([CH2:11]Cl)=[CH:10][C:5]2=[N:4][C:3]=1[C:13]([C:15]1[CH:20]=[CH:19][CH:18]=[CH:17][CH:16]=1)=[O:14].[N-:21]=[N+:22]=[N-:23].[Na+].C1OCCOCCOCCOCCOC1. Product: [N:21]([CH2:11][C:9]1[CH:8]=[CH:7][N:6]2[C:2]([Cl:1])=[C:3]([C:13]([C:15]3[CH:20]=[CH:19][CH:18]=[CH:17][CH:16]=3)=[O:14])[N:4]=[C:5]2[CH:10]=1)=[N+:22]=[N-:23]. The catalyst class is: 1. (3) Reactant: [Cl:1][C:2]1[CH:18]=[N:17][C:5]2[CH2:6][NH:7][CH2:8][C@@H:9]([C:11]3[CH:16]=[CH:15][CH:14]=[CH:13][CH:12]=3)[O:10][C:4]=2[N:3]=1.C=O.[C:21](O[BH-](OC(=O)C)OC(=O)C)(=O)C.[Na+]. Product: [Cl:1][C:2]1[CH:18]=[N:17][C:5]2[CH2:6][N:7]([CH3:21])[CH2:8][C@@H:9]([C:11]3[CH:16]=[CH:15][CH:14]=[CH:13][CH:12]=3)[O:10][C:4]=2[N:3]=1. The catalyst class is: 5. (4) Reactant: F[C:2]1[CH:9]=[CH:8][C:5]([C:6]#[N:7])=[C:4]([CH3:10])[CH:3]=1.[CH:11]([N:24]1[CH2:27][CH:26]([OH:28])[CH2:25]1)([C:18]1[CH:23]=[CH:22][CH:21]=[CH:20][CH:19]=1)[C:12]1[CH:17]=[CH:16][CH:15]=[CH:14][CH:13]=1.[H-].[Na+]. Product: [CH:11]([N:24]1[CH2:27][CH:26]([O:28][C:2]2[CH:9]=[CH:8][C:5]([C:6]#[N:7])=[C:4]([CH3:10])[CH:3]=2)[CH2:25]1)([C:18]1[CH:23]=[CH:22][CH:21]=[CH:20][CH:19]=1)[C:12]1[CH:13]=[CH:14][CH:15]=[CH:16][CH:17]=1. The catalyst class is: 3. (5) Reactant: Cl[C:2]1[C:7]2[CH2:8][NH:9][C:10](=[O:11])[C:6]=2[CH:5]=[C:4]([Cl:12])[N:3]=1.C(N(CC)CC)C.Cl.[N:21]1[N:22]=[CH:23][N:24]2[CH2:29][CH2:28][NH:27][CH2:26][C:25]=12. Product: [Cl:12][C:4]1[N:3]=[C:2]([N:27]2[CH2:28][CH2:29][N:24]3[CH:23]=[N:22][N:21]=[C:25]3[CH2:26]2)[C:7]2[CH2:8][NH:9][C:10](=[O:11])[C:6]=2[CH:5]=1. The catalyst class is: 12. (6) Reactant: C([O:4][C:5]1[C:14]2[CH2:13][S:12][N:11]=[C:10]([N:15]([C:23]([O:25][C:26]([CH3:29])([CH3:28])[CH3:27])=[O:24])[C:16]([O:18][C:19]([CH3:22])([CH3:21])[CH3:20])=[O:17])[C:9]3=[N:30][N:31]([CH2:33][C:34]4[C:39]([CH3:40])=[C:38]([O:41][CH3:42])[C:37]([CH3:43])=[CH:36][N:35]=4)[N:32]=[C:7]([C:8]=23)[CH:6]=1)(=O)C.C(=O)([O-])[O-].[K+].[K+].[Cl-].[NH4+]. Product: [CH3:42][O:41][C:38]1[C:37]([CH3:43])=[CH:36][N:35]=[C:34]([CH2:33][N:31]2[N:32]=[C:7]3[CH2:6][C:5](=[O:4])[C:14]4[CH2:13][S:12][N:11]=[C:10]([N:15]([C:16]([O:18][C:19]([CH3:22])([CH3:21])[CH3:20])=[O:17])[C:23]([O:25][C:26]([CH3:29])([CH3:28])[CH3:27])=[O:24])[C:9]([C:8]=43)=[N:30]2)[C:39]=1[CH3:40]. The catalyst class is: 5.